This data is from Forward reaction prediction with 1.9M reactions from USPTO patents (1976-2016). The task is: Predict the product of the given reaction. The product is: [CH3:11]/[C:4](/[CH2:5][CH2:6][CH:7]=[C:8]([CH3:10])[CH3:9])=[CH:3]/[CH:2]=[O:1]. Given the reactants [OH:1][CH2:2]/[CH:3]=[C:4](/[CH3:11])\[CH2:5][CH2:6][CH:7]=[C:8]([CH3:10])[CH3:9].CC(C(O)=O)CN.CC1(C)N([O])C(C)(C)CCC1, predict the reaction product.